From a dataset of Catalyst prediction with 721,799 reactions and 888 catalyst types from USPTO. Predict which catalyst facilitates the given reaction. (1) Reactant: Cl[C:2]1[C:11]2[C:6](=[CH:7][CH:8]=[CH:9][C:10]=2[Cl:12])[CH:5]=[C:4]([C@@H:13]([NH:15][C:16]2[N:24]=[CH:23][N:22]=[C:21]3[C:17]=2[N:18]=[CH:19][N:20]3[CH2:25][C:26]2[CH:31]=[CH:30][C:29]([O:32][CH3:33])=[CH:28][CH:27]=2)[CH3:14])[N:3]=1.[C:34]([Zn]C#N)#[N:35].O. Product: [Cl:12][C:10]1[CH:9]=[CH:8][CH:7]=[C:6]2[C:11]=1[C:2]([C:34]#[N:35])=[N:3][C:4]([C@@H:13]([NH:15][C:16]1[N:24]=[CH:23][N:22]=[C:21]3[C:17]=1[N:18]=[CH:19][N:20]3[CH2:25][C:26]1[CH:31]=[CH:30][C:29]([O:32][CH3:33])=[CH:28][CH:27]=1)[CH3:14])=[CH:5]2. The catalyst class is: 128. (2) Reactant: [NH2:1][C:2]1[CH:22]=[CH:21][C:5]2[CH2:6][CH2:7][N:8]([C:11]([O:13][CH2:14][C:15]3[CH:20]=[CH:19][CH:18]=[CH:17][CH:16]=3)=[O:12])[CH2:9][CH2:10][C:4]=2[CH:3]=1.N1C=CC=CC=1.[C:29]1([CH3:39])[CH:34]=[CH:33][C:32]([S:35](Cl)(=[O:37])=[O:36])=[CH:31][CH:30]=1.C([O-])(O)=O.[Na+]. Product: [CH2:14]([O:13][C:11]([N:8]1[CH2:7][CH2:6][C:5]2[CH:21]=[CH:22][C:2]([NH:1][S:35]([C:32]3[CH:33]=[CH:34][C:29]([CH3:39])=[CH:30][CH:31]=3)(=[O:37])=[O:36])=[CH:3][C:4]=2[CH2:10][CH2:9]1)=[O:12])[C:15]1[CH:16]=[CH:17][CH:18]=[CH:19][CH:20]=1. The catalyst class is: 4. (3) Reactant: Cl.Cl.[CH3:3][N:4]1[CH:12]=[C:11]2[C:6]([CH:7]=[CH:8][CH:9]=[C:10]2[C@@H:13]2[CH2:15][C@H:14]2[CH2:16][NH2:17])=[N:5]1.C(N(CC)CC)C.[Br:25][C:26]1[CH:34]=[CH:33][C:29]([C:30](Cl)=[O:31])=[CH:28][CH:27]=1. Product: [Br:25][C:26]1[CH:34]=[CH:33][C:29]([C:30]([NH:17][CH2:16][C@@H:14]2[CH2:15][C@H:13]2[C:10]2[C:11]3[C:6]([CH:7]=[CH:8][CH:9]=2)=[N:5][N:4]([CH3:3])[CH:12]=3)=[O:31])=[CH:28][CH:27]=1. The catalyst class is: 7. (4) Reactant: [Br:1][C:2]1[CH:3]=[C:4]([N+:15]([O-:17])=[O:16])[CH:5]=[C:6]2[C:11]=1[NH:10][CH:9]=[C:8]([C:12]#[N:13])[C:7]2=O.C(Cl)(=O)C([Cl:21])=O.CN(C=O)C. Product: [Br:1][C:2]1[CH:3]=[C:4]([N+:15]([O-:17])=[O:16])[CH:5]=[C:6]2[C:11]=1[N:10]=[CH:9][C:8]([C:12]#[N:13])=[C:7]2[Cl:21]. The catalyst class is: 26. (5) Reactant: [Cl:1][C:2]1[C:7]([NH:8]C(=O)C)=[C:6]([O:12][CH3:13])[C:5]([O:14][CH3:15])=[CH:4][CH:3]=1.[OH-].[Na+]. Product: [Cl:1][C:2]1[C:7]([NH2:8])=[C:6]([O:12][CH3:13])[C:5]([O:14][CH3:15])=[CH:4][CH:3]=1. The catalyst class is: 33. (6) Reactant: Cl[C:2]1[CH:7]=[C:6]([Cl:8])[N:5]=[CH:4][N:3]=1.C(=O)([O-])[O-].Cl.[CH3:14][C@H:15]1[CH2:21][CH2:20][CH2:19][C@H:18]([CH3:22])[CH2:17][NH:16]1.[Cl-].[NH4+]. Product: [Cl:8][C:6]1[N:5]=[CH:4][N:3]=[C:2]([N:16]2[CH2:17][C@@H:18]([CH3:22])[CH2:19][CH2:20][CH2:21][C@@H:15]2[CH3:14])[CH:7]=1. The catalyst class is: 10.